Dataset: Reaction yield outcomes from USPTO patents with 853,638 reactions. Task: Predict the reaction yield, written as a fraction of the theoretical maximum amount of product (1.0 means a 100% yield; for example, 0.34 means a 34% yield). (1) The reactants are [Cl:1][C:2]1[N:3]=[CH:4][C:5]([C:8](Cl)=[O:9])=[N:6][CH:7]=1.[CH3:11][O:12][C:13]1[CH:31]=[C:30]([O:32][CH3:33])[CH:29]=[CH:28][C:14]=1[CH2:15][NH:16][CH2:17][C:18]1[CH:23]=[CH:22][C:21]([O:24][CH3:25])=[CH:20][C:19]=1[O:26][CH3:27].C(N(CC)CC)C. The yield is 0.870. The catalyst is O1CCCC1.C(OCC)(=O)C. The product is [Cl:1][C:2]1[N:3]=[CH:4][C:5]([C:8]([N:16]([CH2:15][C:14]2[CH:28]=[CH:29][C:30]([O:32][CH3:33])=[CH:31][C:13]=2[O:12][CH3:11])[CH2:17][C:18]2[CH:23]=[CH:22][C:21]([O:24][CH3:25])=[CH:20][C:19]=2[O:26][CH3:27])=[O:9])=[N:6][CH:7]=1. (2) The product is [Cl:1][C:2]1[CH:6]=[N:5][N:4]([CH3:7])[C:3]=1[C:8]1[CH:9]=[C:10]([NH:16][C:26]([NH:25][C:21]2[CH:22]=[CH:23][CH:24]=[C:19]([O:18][CH3:17])[CH:20]=2)=[O:27])[CH:11]=[CH:12][C:13]=1[O:14][CH3:15]. The reactants are [Cl:1][C:2]1[CH:6]=[N:5][N:4]([CH3:7])[C:3]=1[C:8]1[CH:9]=[C:10]([NH2:16])[CH:11]=[CH:12][C:13]=1[O:14][CH3:15].[CH3:17][O:18][C:19]1[CH:20]=[C:21]([N:25]=[C:26]=[O:27])[CH:22]=[CH:23][CH:24]=1. The yield is 0.270. No catalyst specified. (3) The reactants are [OH-].[Na+].CO[C:5]1[CH:15]=[CH:14][C:13]([O:16][CH3:17])=[CH:12][C:6]=1[CH:7]=[CH:8][C:9]([OH:11])=[O:10].Cl[CH:19](Cl)[CH3:20].B(Br)(Br)Br. No catalyst specified. The product is [CH2:17]([O:16][C:13]1[CH:12]=[C:6]2[C:5](=[CH:15][CH:14]=1)[O:11][C:9](=[O:10])[CH:8]=[CH:7]2)[C:20]1[CH:19]=[CH:7][CH:6]=[CH:5][CH:15]=1. The yield is 1.27.